From a dataset of Catalyst prediction with 721,799 reactions and 888 catalyst types from USPTO. Predict which catalyst facilitates the given reaction. (1) Reactant: Br[C:2]1[CH:11]=[C:10]2[C:5]([CH:6]=[C:7]([OH:15])[C:8]([C:12]([OH:14])=[O:13])=[CH:9]2)=[CH:4][CH:3]=1.[H-].[Li+].C([Li])CCC.CN(C)[CH:25]=[O:26].Cl. Product: [CH:25]([C:2]1[CH:11]=[C:10]2[C:5]([CH:6]=[C:7]([OH:15])[C:8]([C:12]([OH:14])=[O:13])=[CH:9]2)=[CH:4][CH:3]=1)=[O:26]. The catalyst class is: 7. (2) Reactant: C1([O:7][C:8](=O)[NH:9][C:10]2[C:19]3[C:14](=[CH:15][CH:16]=[CH:17][CH:18]=3)[C:13]([O:20][C:21]3[CH:26]=[CH:25][N:24]=[C:23]([NH:27][C:28]4[CH:33]=[C:32]([O:34][CH2:35][CH2:36][O:37][CH2:38][CH2:39][O:40][CH2:41][CH2:42][O:43][CH3:44])[CH:31]=[C:30]([O:45][CH3:46])[CH:29]=4)[N:22]=3)=[CH:12][CH:11]=2)C=CC=CC=1.[NH2:48][C:49]1[C:50]([O:64][CH2:65][CH3:66])=[C:51]([NH:59][S:60]([CH3:63])(=[O:62])=[O:61])[CH:52]=[C:53]([C:55]([CH3:58])([CH3:57])[CH3:56])[CH:54]=1. Product: [C:55]([C:53]1[CH:54]=[C:49]([NH:48][C:8]([NH:9][C:10]2[C:19]3[C:14](=[CH:15][CH:16]=[CH:17][CH:18]=3)[C:13]([O:20][C:21]3[CH:26]=[CH:25][N:24]=[C:23]([NH:27][C:28]4[CH:33]=[C:32]([O:34][CH2:35][CH2:36][O:37][CH2:38][CH2:39][O:40][CH2:41][CH2:42][O:43][CH3:44])[CH:31]=[C:30]([O:45][CH3:46])[CH:29]=4)[N:22]=3)=[CH:12][CH:11]=2)=[O:7])[C:50]([O:64][CH2:65][CH3:66])=[C:51]([NH:59][S:60]([CH3:63])(=[O:62])=[O:61])[CH:52]=1)([CH3:57])([CH3:58])[CH3:56]. The catalyst class is: 1. (3) Reactant: [NH2:1][C:2]1[CH:3]=[C:4]([C:8]2[N:9]=[C:10]3[C:16]4[CH:17]=[CH:18][CH:19]=[CH:20][C:15]=4[NH:14][C:13]4[N:21]=[CH:22][CH:23]=[CH:24][C:12]=4[N:11]3[C:25]=2[C:26]2[CH:31]=[CH:30][C:29]([C:32]3([NH:36]C(=O)OC(C)(C)C)[CH2:35][CH2:34][CH2:33]3)=[CH:28][CH:27]=2)[CH:5]=[CH:6][CH:7]=1.[ClH:44].O1CCOCC1. Product: [ClH:44].[ClH:44].[ClH:44].[ClH:44].[NH2:36][C:32]1([C:29]2[CH:28]=[CH:27][C:26]([C:25]3[N:11]4[C:12]5[CH:24]=[CH:23][CH:22]=[N:21][C:13]=5[NH:14][C:15]5[CH:20]=[CH:19][CH:18]=[CH:17][C:16]=5[C:10]4=[N:9][C:8]=3[C:4]3[CH:3]=[C:2]([CH:7]=[CH:6][CH:5]=3)[NH2:1])=[CH:31][CH:30]=2)[CH2:33][CH2:34][CH2:35]1. The catalyst class is: 2. (4) Reactant: [CH2:1]([O:8][C:9]1[CH:10]=[C:11]([CH:30]=[CH:31][CH:32]=1)[CH2:12][N:13]1[CH2:17][CH2:16][N:15]([C@H:18]([CH:26]([CH3:28])[CH3:27])[C:19](OC(C)(C)C)=[O:20])[C:14]1=[O:29])[C:2]1[CH:7]=[CH:6][CH:5]=[CH:4][CH:3]=1.FC(F)(F)C(O)=O.CCN(C(C)C)C(C)C.ClC(OCC)=O.C[Si](C)(C)[O:57][NH2:58].Cl. Product: [CH2:1]([O:8][C:9]1[CH:10]=[C:11]([CH:30]=[CH:31][CH:32]=1)[CH2:12][N:13]1[CH2:17][CH2:16][N:15]([C@H:18]([CH:26]([CH3:27])[CH3:28])[C:19]([NH:58][OH:57])=[O:20])[C:14]1=[O:29])[C:2]1[CH:3]=[CH:4][CH:5]=[CH:6][CH:7]=1. The catalyst class is: 2. (5) Reactant: [CH:1](=O)/[CH:2]=[CH:3]/[CH3:4].Cl.[Cl:7][C:8]1[CH:14]=[CH:13][C:12]([O:15]C)=[CH:11][C:9]=1[NH2:10]. The catalyst class is: 126. Product: [Cl:7][C:8]1[CH:14]=[CH:13][C:12]([OH:15])=[C:11]2[C:9]=1[N:10]=[C:3]([CH3:4])[CH:2]=[CH:1]2.